From a dataset of Tox21: 12 toxicity assays (nuclear receptors and stress response pathways). Binary classification across 12 toxicity assays. (1) The molecule is O=S(=O)(Oc1ccc(Cl)cc1Cl)c1ccccc1. It tested positive (active) for: NR-AhR (Aryl hydrocarbon Receptor agonist activity), NR-ER (Estrogen Receptor agonist activity), and SR-MMP (Mitochondrial Membrane Potential disruption). (2) The compound is Cc1cnc(C(=O)NCCc2ccc(S(=O)(=O)NC(=O)NC3CCCCC3)cc2)cn1. It tested positive (active) for: SR-ARE (Antioxidant Response Element (oxidative stress)). (3) The drug is COc1ccc(C(=O)/C(Br)=C\C(=O)[O-])cc1. It tested positive (active) for: NR-AR-LBD (Androgen Receptor Ligand Binding Domain agonist), NR-PPAR-gamma (PPAR-gamma nuclear receptor agonist), SR-ARE (Antioxidant Response Element (oxidative stress)), SR-ATAD5 (ATAD5 genotoxicity (DNA damage)), and SR-p53 (p53 tumor suppressor activation). (4) The molecule is COc1ccc(-c2cc(=O)c3c(O)cc(O[C@@H]4O[C@H](CO[C@@H]5O[C@@H](C)[C@H](O)[C@@H](O)[C@H]5O)[C@@H](O)[C@H](O)[C@H]4O)cc3o2)cc1O. It tested positive (active) for: NR-AhR (Aryl hydrocarbon Receptor agonist activity). (5) The drug is COC(=O)c1c(Cl)c(Cl)c(C(=O)OC)c(Cl)c1Cl. It tested positive (active) for: NR-AhR (Aryl hydrocarbon Receptor agonist activity). (6) It tested positive (active) for: NR-ER (Estrogen Receptor agonist activity). The compound is CCCCCCCCCCCCCCCCC. (7) The compound is ClC(Cl)(Cl)c1ccccc1. It tested positive (active) for: NR-AhR (Aryl hydrocarbon Receptor agonist activity). (8) The drug is O=C(CCl)c1ccccc1. It tested positive (active) for: NR-AhR (Aryl hydrocarbon Receptor agonist activity), NR-ER (Estrogen Receptor agonist activity), SR-ARE (Antioxidant Response Element (oxidative stress)), SR-ATAD5 (ATAD5 genotoxicity (DNA damage)), and SR-HSE (Heat Shock Element response). (9) The molecule is CCOc1cc(CC(=O)N[C@@H](CC(C)C)c2ccccc2N2CCCCC2)ccc1C(=O)O. It tested positive (active) for: NR-AR (Androgen Receptor agonist activity). (10) The compound is CC(C)C[C@@H](NC(=O)[C@@H](O)[C@H](N)Cc1ccccc1)C(=O)O. It tested positive (active) for: NR-AR (Androgen Receptor agonist activity).